From a dataset of Cav3 T-type calcium channel HTS with 100,875 compounds. Binary Classification. Given a drug SMILES string, predict its activity (active/inactive) in a high-throughput screening assay against a specified biological target. (1) The drug is Brc1c(C2C(=C(OC(N)=C2C#N)C(C)(C)C)C#N)cc2OCOc2c1. The result is 0 (inactive). (2) The drug is S(c1n(c2c(n1)cc(cc2)C(OCC)=O)CC)CC(=O)c1occc1. The result is 0 (inactive). (3) The drug is O(c1ccc(Nc2nc3c(c(n2)C)cccc3)cc1)C. The result is 0 (inactive). (4) The result is 0 (inactive). The molecule is O=C(N(C)C)C12C(C(CC1)(c1nc3c(nc21)cc(c(c3)C)C)C)(C)C. (5) The drug is o1c(C(=O)Nc2n(c3c(n2)cccc3)CC)ccc1COc1c([N+]([O-])=O)cc(cc1)C. The result is 0 (inactive). (6) The molecule is s1c2c(CCCCC2)c(c1NC(=O)CSc1n(\c([nH]n1)=C1\c2c(N=C1)cccc2)CCOC)C(OCC)=O. The result is 0 (inactive).